Dataset: Reaction yield outcomes from USPTO patents with 853,638 reactions. Task: Predict the reaction yield, written as a fraction of the theoretical maximum amount of product (1.0 means a 100% yield; for example, 0.34 means a 34% yield). The reactants are F[C:2]1[CH:9]=[CH:8][C:5]([C:6]#[N:7])=[CH:4][C:3]=1[O:10][CH3:11].[C:12]1([OH:18])[CH:17]=[CH:16][CH:15]=[CH:14][CH:13]=1.OC1C=CC=CC=1C=NO.C(=O)([O-])[O-].[Cs+].[Cs+]. The catalyst is C(#N)C.[Cu-]=O. The product is [CH3:11][O:10][C:3]1[CH:4]=[C:5]([CH:8]=[CH:9][C:2]=1[O:18][C:12]1[CH:17]=[CH:16][CH:15]=[CH:14][CH:13]=1)[C:6]#[N:7]. The yield is 0.580.